Predict the reaction yield, written as a fraction of the theoretical maximum amount of product (1.0 means a 100% yield; for example, 0.34 means a 34% yield). From a dataset of Reaction yield outcomes from USPTO patents with 853,638 reactions. (1) The reactants are Cl.[CH2:2]([C:4]1[C:5]2[N:6]([C:11]([CH2:14][CH2:15][C:16]3[N:20]([CH3:21])[N:19]=[C:18]([N:22]4[CH2:26][CH2:25][CH2:24][CH2:23]4)[N:17]=3)=[N:12][N:13]=2)[C:7]([CH3:10])=[N:8][CH:9]=1)[CH3:3]. The catalyst is CO. The product is [CH2:2]([C:4]1[C:5]2[N:13]([N:12]=[C:11]([CH2:14][CH2:15][C:16]3[N:20]([CH3:21])[N:19]=[C:18]([N:22]4[CH2:26][CH2:25][CH2:24][CH2:23]4)[N:17]=3)[N:6]=2)[C:7]([CH3:10])=[N:8][CH:9]=1)[CH3:3]. The yield is 0.820. (2) The reactants are [N:1](CCO)(CCO)[CH2:2][CH2:3]O.S(Cl)([Cl:13])=O. The catalyst is ClC(Cl)C. The product is [ClH:13].[Cl:13][CH2:3][CH2:2][NH2:1].[Cl:13][CH2:3][CH2:2][NH2:1].[Cl:13][CH2:3][CH2:2][NH2:1]. The yield is 1.00.